From a dataset of Catalyst prediction with 721,799 reactions and 888 catalyst types from USPTO. Predict which catalyst facilitates the given reaction. Reactant: COC1C=C(C(Cl)=O)C=CC=1OC.[Cl:14][C:15]1[CH:16]=[C:17]([CH:19]=[CH:20][C:21]=1[O:22][C:23]1[C:32]2[C:27](=[CH:28][C:29]([O:35][CH3:36])=[C:30]([O:33][CH3:34])[CH:31]=2)[N:26]=[CH:25][CH:24]=1)[NH2:18].[CH3:37][O:38][C:39]1[CH:40]=[C:41]([C:47]([N:49]=[C:50]=[S:51])=[O:48])[CH:42]=[CH:43][C:44]=1[O:45][CH3:46]. Product: [CH3:37][O:38][C:39]1[CH:40]=[C:41]([C:47]([N:49]=[C:50]=[S:51])=[O:48])[CH:42]=[CH:43][C:44]=1[O:45][CH3:46].[Cl:14][C:15]1[CH:16]=[C:17]([NH:18][C:50]([NH:49][C:47](=[O:48])[C:41]2[CH:42]=[CH:43][C:44]([O:45][CH3:46])=[C:39]([O:38][CH3:37])[CH:40]=2)=[S:51])[CH:19]=[CH:20][C:21]=1[O:22][C:23]1[C:32]2[C:27](=[CH:28][C:29]([O:35][CH3:36])=[C:30]([O:33][CH3:34])[CH:31]=2)[N:26]=[CH:25][CH:24]=1. The catalyst class is: 234.